Dataset: Forward reaction prediction with 1.9M reactions from USPTO patents (1976-2016). Task: Predict the product of the given reaction. (1) Given the reactants [CH3:1][O:2][C:3]1[CH:41]=[CH:40][C:6]2[CH:7]=[C:8]([C:10]3[O:14][N:13]=[C:12]([C:15]4[CH:16]=[CH:17][C:18]5[O:22][C:21]([C:23]6([NH:31]C(=O)OC(C)(C)C)[CH2:28][O:27]C(C)(C)[O:25][CH2:24]6)=[CH:20][C:19]=5[CH:39]=4)[N:11]=3)[O:9][C:5]=2[CH:4]=1.ClC1C=C(C2ON=C(C3C=CC4OC(C5(NC(=O)OC(C)(C)C)COC(C)(C)OC5)=CC=4C=3)N=2)C=CC=1OCCC, predict the reaction product. The product is: [NH2:31][C:23]([C:21]1[O:22][C:18]2[CH:17]=[CH:16][C:15]([C:12]3[N:11]=[C:10]([C:8]4[O:9][C:5]5[CH:4]=[C:3]([O:2][CH3:1])[CH:41]=[CH:40][C:6]=5[CH:7]=4)[O:14][N:13]=3)=[CH:39][C:19]=2[CH:20]=1)([CH2:28][OH:27])[CH2:24][OH:25]. (2) Given the reactants [CH3:1][N:2]1[N:6]=[N:5][C:4]([C:7]2[CH:12]=[CH:11][C:10]([N+:13]([O-])=O)=[CH:9][CH:8]=2)=[N:3]1.[Sn](Cl)(Cl)(Cl)Cl, predict the reaction product. The product is: [CH3:1][N:2]1[N:6]=[N:5][C:4]([C:7]2[CH:12]=[CH:11][C:10]([NH2:13])=[CH:9][CH:8]=2)=[N:3]1.